From a dataset of Reaction yield outcomes from USPTO patents with 853,638 reactions. Predict the reaction yield, written as a fraction of the theoretical maximum amount of product (1.0 means a 100% yield; for example, 0.34 means a 34% yield). (1) The reactants are [F:1][C:2]1[CH:7]=[CH:6][C:5]([F:8])=[CH:4][C:3]=1[C@H:9]1[CH2:13][CH2:12][CH2:11][N:10]1[C:14]1[CH:19]=[CH:18][N:17]2[N:20]=[CH:21][C:22]([NH:23][C:24]([C:26]3([C:29]([O:31]C)=[O:30])[CH2:28][CH2:27]3)=[O:25])=[C:16]2[N:15]=1.O.[OH-].[Li+].Cl. The catalyst is C1COCC1.CO.O.O. The product is [F:1][C:2]1[CH:7]=[CH:6][C:5]([F:8])=[CH:4][C:3]=1[C@H:9]1[CH2:13][CH2:12][CH2:11][N:10]1[C:14]1[CH:19]=[CH:18][N:17]2[N:20]=[CH:21][C:22]([NH:23][C:24]([C:26]3([C:29]([OH:31])=[O:30])[CH2:27][CH2:28]3)=[O:25])=[C:16]2[N:15]=1. The yield is 0.820. (2) The reactants are C[O:2][C:3](=O)[CH2:4][C:5]1[CH:9]=[CH:8][O:7][N:6]=1.O.[NH2:12][NH2:13]. The catalyst is C(O)C. The yield is 0.780. The product is [O:7]1[CH:8]=[CH:9][C:5]([CH2:4][C:3]([NH:12][NH2:13])=[O:2])=[N:6]1. (3) The reactants are C([O:8][C:9]1[C:14]([CH:15]([CH3:17])[CH3:16])=[C:13]([S:18]([C:21]2[CH:22]=[C:23]([CH:26]=[C:27]([CH3:29])[CH:28]=2)[C:24]#[N:25])(=[O:20])=[O:19])[C:12]([CH2:30][CH:31]2[CH2:33][CH2:32]2)=[C:11]([CH3:34])[N:10]=1)C1C=CC=CC=1. The catalyst is C(O)C.[Pd]. The product is [CH:31]1([CH2:30][C:12]2[C:13]([S:18]([C:21]3[CH:22]=[C:23]([CH:26]=[C:27]([CH3:29])[CH:28]=3)[C:24]#[N:25])(=[O:19])=[O:20])=[C:14]([CH:15]([CH3:17])[CH3:16])[C:9](=[O:8])[NH:10][C:11]=2[CH3:34])[CH2:33][CH2:32]1. The yield is 0.590.